Dataset: Full USPTO retrosynthesis dataset with 1.9M reactions from patents (1976-2016). Task: Predict the reactants needed to synthesize the given product. (1) The reactants are: [NH2:1][C:2]1[NH:6][N:5]=[C:4]([C:7]([OH:9])=[O:8])[N:3]=1.O=S(Cl)Cl.[CH3:14]O. Given the product [NH2:1][C:2]1[NH:6][N:5]=[C:4]([C:7]([O:9][CH3:14])=[O:8])[N:3]=1, predict the reactants needed to synthesize it. (2) Given the product [O:19]1[C:24]2[CH:25]=[CH:26][C:27]([C:2]3[CH:3]=[C:4]([NH:8][CH:9]([C:13]4[CH:18]=[CH:17][CH:16]=[CH:15][CH:14]=4)[C:10]([NH2:12])=[O:11])[CH:5]=[N:6][CH:7]=3)=[CH:28][C:23]=2[O:22][CH2:21][CH2:20]1, predict the reactants needed to synthesize it. The reactants are: Br[C:2]1[CH:3]=[C:4]([NH:8][CH:9]([C:13]2[CH:18]=[CH:17][CH:16]=[CH:15][CH:14]=2)[C:10]([NH2:12])=[O:11])[CH:5]=[N:6][CH:7]=1.[O:19]1[C:24]2[CH:25]=[CH:26][C:27](B(O)O)=[CH:28][C:23]=2[O:22][CH2:21][CH2:20]1.C(=O)([O-])[O-].[K+].[K+].COCCOC.